This data is from Peptide-MHC class II binding affinity with 134,281 pairs from IEDB. The task is: Regression. Given a peptide amino acid sequence and an MHC pseudo amino acid sequence, predict their binding affinity value. This is MHC class II binding data. (1) The peptide sequence is GELQIVDKIHAAFKI. The MHC is DRB1_0701 with pseudo-sequence DRB1_0701. The binding affinity (normalized) is 0.606. (2) The peptide sequence is TILPLMALLTPVTMA. The MHC is HLA-DQA10501-DQB10302 with pseudo-sequence HLA-DQA10501-DQB10302. The binding affinity (normalized) is 0.417. (3) The peptide sequence is TLLLLGLMILLTGGA. The MHC is DRB1_1501 with pseudo-sequence DRB1_1501. The binding affinity (normalized) is 0.0650. (4) The binding affinity (normalized) is 0.557. The MHC is DRB1_1101 with pseudo-sequence DRB1_1101. The peptide sequence is PCREQDELIGRGRVS. (5) The peptide sequence is TSVIIDGNCDGRGKS. The MHC is HLA-DQA10201-DQB10402 with pseudo-sequence HLA-DQA10201-DQB10402. The binding affinity (normalized) is 0.380. (6) The peptide sequence is NRWLFRHLAREKNPR. The MHC is DRB1_1101 with pseudo-sequence DRB1_1101. The binding affinity (normalized) is 0.820. (7) The binding affinity (normalized) is 0.577. The peptide sequence is AAIHEMFVNTLVASS. The MHC is DRB3_0202 with pseudo-sequence DRB3_0202.